From a dataset of Reaction yield outcomes from USPTO patents with 853,638 reactions. Predict the reaction yield, written as a fraction of the theoretical maximum amount of product (1.0 means a 100% yield; for example, 0.34 means a 34% yield). (1) The reactants are [Br:1][C:2]1[C:6]([N+:7]([O-])=O)=[C:5]([Br:10])[S:4][C:3]=1[C:11]([O:13][CH2:14][CH3:15])=[O:12].C(=O)(O)[O-].[Na+].C(OCC)(=O)C. The catalyst is C(O)(=O)C.[Fe]. The product is [NH2:7][C:6]1[C:2]([Br:1])=[C:3]([C:11]([O:13][CH2:14][CH3:15])=[O:12])[S:4][C:5]=1[Br:10]. The yield is 0.655. (2) The reactants are [Cl:1][C:2]1[CH:7]=[CH:6][CH:5]=[CH:4][C:3]=1[C:8]1[C:9]([C:34]([OH:36])=O)=[CH:10][C:11]([C:14]2[CH:15]=[CH:16][C:17]3[O:21][C:20]([C:22]4[CH:27]=[CH:26][C:25]([F:28])=[CH:24][CH:23]=4)=[C:19]([C:29](=[O:32])[NH:30][CH3:31])[C:18]=3[CH:33]=2)=[CH:12][CH:13]=1.[N:37]1[CH:42]=[CH:41][CH:40]=[CH:39][C:38]=1[C:43]1([NH2:46])[CH2:45][CH2:44]1.CN(C(ON1N=NC2C=CC=NC1=2)=[N+](C)C)C.F[P-](F)(F)(F)(F)F. The catalyst is CN(C=O)C. The product is [Cl:1][C:2]1[CH:7]=[CH:6][CH:5]=[CH:4][C:3]=1[C:8]1[CH:13]=[CH:12][C:11]([C:14]2[CH:15]=[CH:16][C:17]3[O:21][C:20]([C:22]4[CH:23]=[CH:24][C:25]([F:28])=[CH:26][CH:27]=4)=[C:19]([C:29]([NH:30][CH3:31])=[O:32])[C:18]=3[CH:33]=2)=[CH:10][C:9]=1[C:34](=[O:36])[NH:46][C:43]1([C:38]2[CH:39]=[CH:40][CH:41]=[CH:42][N:37]=2)[CH2:45][CH2:44]1. The yield is 0.700. (3) The reactants are [NH2:1][C@H:2]([C:6]1[CH:11]=[CH:10][C:9]([Cl:12])=[CH:8][CH:7]=1)[CH2:3][CH2:4][OH:5].[C:13]([O:17][C:18]([NH:20][C:21]1([C:39](O)=[O:40])[CH2:26][CH2:25][N:24]([C:27]2[C:28]3[C:35]([CH:36]4[CH2:38][CH2:37]4)=[CH:34][NH:33][C:29]=3[N:30]=[CH:31][N:32]=2)[CH2:23][CH2:22]1)=[O:19])([CH3:16])([CH3:15])[CH3:14].CCN(C(C)C)C(C)C.F[P-](F)(F)(F)(F)F.N1(OC(N(C)C)=[N+](C)C)C2N=CC=CC=2N=N1. The catalyst is CC(N(C)C)=O. The product is [Cl:12][C:9]1[CH:8]=[CH:7][C:6]([C@@H:2]([NH:1][C:39]([C:21]2([NH:20][C:18](=[O:19])[O:17][C:13]([CH3:15])([CH3:14])[CH3:16])[CH2:22][CH2:23][N:24]([C:27]3[C:28]4[C:35]([CH:36]5[CH2:37][CH2:38]5)=[CH:34][NH:33][C:29]=4[N:30]=[CH:31][N:32]=3)[CH2:25][CH2:26]2)=[O:40])[CH2:3][CH2:4][OH:5])=[CH:11][CH:10]=1. The yield is 0.790.